This data is from Full USPTO retrosynthesis dataset with 1.9M reactions from patents (1976-2016). The task is: Predict the reactants needed to synthesize the given product. (1) Given the product [CH3:12][N:4]1[CH:5]=[C:6]([S:7]([Cl:10])(=[O:9])=[O:8])[C:2]([CH3:1])=[N:3]1, predict the reactants needed to synthesize it. The reactants are: [CH3:1][C:2]1[C:6]([S:7]([Cl:10])(=[O:9])=[O:8])=[C:5](C)[NH:4][N:3]=1.[CH3:12]N1C=CC(C)=N1. (2) Given the product [O:31]1[CH2:30][CH:29]1[CH2:27][O:17][C:10]1[CH:9]=[C:8]2[C:13]([C:14](=[O:16])[CH:15]=[C:6]([C:5]3[CH:18]=[C:19]([O:23][CH3:24])[C:20]([O:21][CH3:22])=[C:3]([O:2][CH3:1])[CH:4]=3)[O:7]2)=[CH:12][CH:11]=1, predict the reactants needed to synthesize it. The reactants are: [CH3:1][O:2][C:3]1[CH:4]=[C:5]([CH:18]=[C:19]([O:23][CH3:24])[C:20]=1[O:21][CH3:22])[C:6]1[O:7][C:8]2[C:13]([C:14](=[O:16])[CH:15]=1)=[CH:12][CH:11]=[C:10]([OH:17])[CH:9]=2.[H-].[Na+].[CH2:27]([CH:29]1[O:31][CH2:30]1)Cl. (3) Given the product [CH2:3]([S:13][CH2:16][CH2:17][NH:18][CH2:19][CH2:20][S:13][CH2:3][CH2:4][CH2:5][CH2:6][CH2:7][CH2:8][CH2:9][CH2:10][CH2:11][CH3:12])[CH2:4][CH2:5][CH2:6][CH2:7][CH2:8][CH2:9][CH2:10][CH2:11][CH3:12], predict the reactants needed to synthesize it. The reactants are: [OH-].[Na+].[CH2:3]([SH:13])[CH2:4][CH2:5][CH2:6][CH2:7][CH2:8][CH2:9][CH2:10][CH2:11][CH3:12].Cl.Cl[CH2:16][CH2:17][NH:18][CH2:19][CH2:20]Cl.